This data is from Reaction yield outcomes from USPTO patents with 853,638 reactions. The task is: Predict the reaction yield, written as a fraction of the theoretical maximum amount of product (1.0 means a 100% yield; for example, 0.34 means a 34% yield). (1) The reactants are [NH:1]([C:8]1[N:9]([C:25]2[CH:30]=[CH:29][CH:28]=[CH:27][CH:26]=2)[C:10]2[C:15]([C:16](=[O:18])[CH:17]=1)=[CH:14][C:13](/[CH:19]=[CH:20]/[C:21]([OH:23])=[O:22])=[C:12]([CH3:24])[N:11]=2)[C:2]1[CH:7]=[CH:6][CH:5]=[CH:4][CH:3]=1.C(O)=O.N. The catalyst is CO.[Pd]. The product is [NH:1]([C:8]1[N:9]([C:25]2[CH:26]=[CH:27][CH:28]=[CH:29][CH:30]=2)[C:10]2[N:11]=[C:12]([CH3:24])[C:13]([CH2:19][CH2:20][C:21]([OH:23])=[O:22])=[CH:14][C:15]=2[C:16](=[O:18])[CH:17]=1)[C:2]1[CH:7]=[CH:6][CH:5]=[CH:4][CH:3]=1. The yield is 0.860. (2) The reactants are [CH2:1]([N:3]1[C:12]2[C:11](=S)[NH:10][CH2:9][C:8]([C:14]3[CH:19]=[CH:18][CH:17]=[CH:16][CH:15]=3)=[N:7][C:6]=2[C:5]([CH:20]([CH3:22])[CH3:21])=[N:4]1)[CH3:2].[OH-:23].[Na+]. The catalyst is CO.O. The product is [CH2:1]([N:3]1[C:12]2[C:11](=[O:23])[NH:10][CH2:9][C:8]([C:14]3[CH:19]=[CH:18][CH:17]=[CH:16][CH:15]=3)=[N:7][C:6]=2[C:5]([CH:20]([CH3:22])[CH3:21])=[N:4]1)[CH3:2]. The yield is 0.870.